From a dataset of Forward reaction prediction with 1.9M reactions from USPTO patents (1976-2016). Predict the product of the given reaction. Given the reactants F[C:2](F)(F)C(O)=O.[CH3:8][C:9]1[CH:10]=[CH:11][CH:12]=[C:13]2[C:17]=1[NH:16][C:15]([C:18]([NH:20][C@H:21]1[CH2:25][CH2:24][NH:23][CH2:22]1)=[O:19])=[CH:14]2.N, predict the reaction product. The product is: [CH3:8][C:9]1[CH:10]=[CH:11][CH:12]=[C:13]2[C:17]=1[NH:16][C:15]([C:18]([NH:20][C@H:21]1[CH2:25][CH2:24][N:23]([CH3:2])[CH2:22]1)=[O:19])=[CH:14]2.